Dataset: Forward reaction prediction with 1.9M reactions from USPTO patents (1976-2016). Task: Predict the product of the given reaction. The product is: [Cl:17][C:18]1[CH:19]=[C:20]([CH2:21][N:2]([CH3:1])[CH2:3][CH2:4][CH2:5][NH:6][C:7]2[CH:16]=[CH:15][C:14]3[C:9](=[CH:10][CH:11]=[CH:12][CH:13]=3)[N:8]=2)[CH:23]=[CH:24][C:25]=1[Cl:26]. Given the reactants [CH3:1][NH:2][CH2:3][CH2:4][CH2:5][NH:6][C:7]1[CH:16]=[CH:15][C:14]2[C:9](=[CH:10][CH:11]=[CH:12][CH:13]=2)[N:8]=1.[Cl:17][C:18]1[CH:19]=[C:20]([CH:23]=[CH:24][C:25]=1[Cl:26])[CH:21]=O, predict the reaction product.